This data is from Full USPTO retrosynthesis dataset with 1.9M reactions from patents (1976-2016). The task is: Predict the reactants needed to synthesize the given product. (1) The reactants are: [CH3:1][C:2]([CH3:28])([CH3:27])[CH2:3][C:4]([NH:6][C:7]1[CH:8]=[C:9]2[C:13](=[CH:14][CH:15]=1)[N:12]([C:16]1[CH:21]=[CH:20][CH:19]=[CH:18][CH:17]=1)[C:11]([C:22]([O:24]CC)=[O:23])=[CH:10]2)=[O:5].[OH-].[Li+]. Given the product [CH3:1][C:2]([CH3:28])([CH3:27])[CH2:3][C:4]([NH:6][C:7]1[CH:8]=[C:9]2[C:13](=[CH:14][CH:15]=1)[N:12]([C:16]1[CH:17]=[CH:18][CH:19]=[CH:20][CH:21]=1)[C:11]([C:22]([OH:24])=[O:23])=[CH:10]2)=[O:5], predict the reactants needed to synthesize it. (2) Given the product [S:24]1[C:30]2[CH:31]=[CH:32][CH:33]=[CH:34][C:29]=2[CH2:28][N:27]([C:2]2[N:11]=[C:10]([NH:12][CH2:13][CH2:14][NH:15][C:16](=[O:22])[O:17][C:18]([CH3:21])([CH3:20])[CH3:19])[C:9]3[C:4](=[CH:5][CH:6]=[C:7]([CH3:23])[CH:8]=3)[N:3]=2)[CH2:26][CH2:25]1, predict the reactants needed to synthesize it. The reactants are: Cl[C:2]1[N:11]=[C:10]([NH:12][CH2:13][CH2:14][NH:15][C:16](=[O:22])[O:17][C:18]([CH3:21])([CH3:20])[CH3:19])[C:9]2[C:4](=[CH:5][CH:6]=[C:7]([CH3:23])[CH:8]=2)[N:3]=1.[S:24]1[C:30]2[CH:31]=[CH:32][CH:33]=[CH:34][C:29]=2[CH2:28][NH:27][CH2:26][CH2:25]1.C(N(CC)CC)C. (3) Given the product [CH2:13]([O:12][C:10]([C:9]1[N:7]=[CH:8][S:20][C:19]=1[NH:18][CH:15]1[CH2:17][CH2:16]1)=[O:11])[CH3:14], predict the reactants needed to synthesize it. The reactants are: CC([O-])(C)C.[K+].[N+:7]([CH2:9][C:10]([O:12][CH2:13][CH3:14])=[O:11])#[C-:8].[CH:15]1([N:18]=[C:19]=[S:20])[CH2:17][CH2:16]1.C(O)(=O)C.